Dataset: Forward reaction prediction with 1.9M reactions from USPTO patents (1976-2016). Task: Predict the product of the given reaction. Given the reactants C(OC(=O)[NH:7][C:8]1[CH:13]=[C:12]([O:14][CH2:15][CH3:16])[C:11]([C:17]([F:20])([F:19])[F:18])=[CH:10][C:9]=1[NH:21][C:22](=[O:42])[CH2:23][C:24]([C:26]1[CH:31]=[CH:30][CH:29]=[C:28]([C:32]2[CH:37]=[CH:36][N:35]=[C:34]([CH2:38][CH:39]([CH3:41])[CH3:40])[CH:33]=2)[CH:27]=1)=O)(C)(C)C.C(O)(C(F)(F)F)=O, predict the reaction product. The product is: [CH2:38]([C:34]1[CH:33]=[C:32]([C:28]2[CH:27]=[C:26]([C:24]3[CH2:23][C:22](=[O:42])[NH:21][C:9]4[CH:10]=[C:11]([C:17]([F:18])([F:20])[F:19])[C:12]([O:14][CH2:15][CH3:16])=[CH:13][C:8]=4[N:7]=3)[CH:31]=[CH:30][CH:29]=2)[CH:37]=[CH:36][N:35]=1)[CH:39]([CH3:40])[CH3:41].